This data is from Catalyst prediction with 721,799 reactions and 888 catalyst types from USPTO. The task is: Predict which catalyst facilitates the given reaction. Reactant: C([O:3][C:4]([C:6]1[CH:7]=[C:8]2[C:13](=[CH:14][CH:15]=1)[NH:12][CH:11]([C:16]1[CH:17]=[C:18]([C:22]3[CH:27]=[CH:26][C:25]([C:28](=[O:34])[NH:29][C:30]([CH3:33])([CH3:32])[CH3:31])=[CH:24][CH:23]=3)[CH:19]=[CH:20][CH:21]=1)[C:10]([CH3:36])([CH3:35])[CH2:9]2)=[O:5])C.[OH-].[Na+].Cl. Product: [C:30]([NH:29][C:28]([C:25]1[CH:24]=[CH:23][C:22]([C:18]2[CH:19]=[CH:20][CH:21]=[C:16]([CH:11]3[C:10]([CH3:36])([CH3:35])[CH2:9][C:8]4[C:13](=[CH:14][CH:15]=[C:6]([C:4]([OH:5])=[O:3])[CH:7]=4)[NH:12]3)[CH:17]=2)=[CH:27][CH:26]=1)=[O:34])([CH3:33])([CH3:31])[CH3:32]. The catalyst class is: 364.